Dataset: Experimentally validated miRNA-target interactions with 360,000+ pairs, plus equal number of negative samples. Task: Binary Classification. Given a miRNA mature sequence and a target amino acid sequence, predict their likelihood of interaction. (1) The miRNA is hsa-miR-6751-3p with sequence ACUGAGCCUCUCUCUCUCCAG. The protein sequence of the target gene is MRGPAMRLPPRIALSALARGPSCILGSGAATRKDWQTRNRRGFSDFNIEPLPDSDLEESSPWTSRNRSEPTRHIACKKAARNLVRDLLEHQNPSRQIILECNPGPGILTGALLKAGARVVAFESEKTFIPHLEPLQRNMDGELQVVHCDFFKMDPRYQEVVRPDVSSQAIFQNLGIKAVPWSAGVPIKVFGILPYKHERRILWKILFDLYSCESIYRYGRVELNMFVSEKEFRKLIATPKRPDLYQVMAVLWQVACDVKFLHMEPWSSFSVHTENGHLEKSKHGESVNLLKQNLYLVRMT.... Result: 0 (no interaction). (2) The miRNA is hsa-miR-4310 with sequence GCAGCAUUCAUGUCCC. The protein sequence of the target gene is MTDTAEAVPKFEEMFASRFTENDKEYQEYLKRPPESPPIVEEWNSRAGGNQRNRGNRLQDNRQFRGRDNRWGWPSDNRSNQWHGRSWGNNYPQHRQEPYYPQQYGHYGYNQRPPYGYY. Result: 1 (interaction). (3) The miRNA is mmu-miR-466f-3p with sequence CAUACACACACACAUACACAC. The protein sequence of the target gene is MLFWHTQPEHYNQHNSGSYLRDVLALPIFKQEEPQLSPENGARLPPLQYVLCAATSPAVKLHEETLTYLNQGQSYEIRLLENRKLGDFQDLNTKYVKSIIRVVFHDRRLQYTEYQQLEGWRWSRPGDRILDIDIPLSVGILDPRASPTQLNAVEFLWDPSKRASAFIQVHCISTEFTPRKHGGEKGVPFRVQIDTFKQNESGDYSEHLHSASCQIKVFKPKGADRKQKTDREKMEKRTAQEKEKYQPSYETTILTECSPWPDVPYQANNTPSPSYNGSPNSFGLREGNSSPNHPVEPLPL.... Result: 1 (interaction). (4) The miRNA is hsa-miR-4755-3p with sequence AGCCAGGCUCUGAAGGGAAAGU. The protein sequence of the target gene is MNPESSIFIEDYLKYFQDQVSRENLLQLLTDDEAWNGFVAAAELPRDEADELRKALNKLASHMVMKDKNRHDKDQQHRQWFLKEFPRLKRELEDHIRKLRALAEEVEQVHRGTTIANVVSNSVGTTSGILTLLGLGLAPFTEGISFVLLDTGMGLGAAAAVAGITCSVVELVNKLRARAQARNLDQSGTNVAKVMKEFVGGNTPNVLTLVDNWYQVTQGIGRNIRAIRRARANPQLGAYAPPPHIIGRISAEGGEQVERVVEGPAQAMSRGTMIVGAATGGILLLLDVVSLAYESKHLLE.... Result: 1 (interaction). (5) The miRNA is hsa-miR-5580-5p with sequence UGCUGGCUCAUUUCAUAUGUGU. The protein sequence of the target gene is MDRDLLRQSLGCHGPALLSLLRSEQQDNPHFRSLLGTAAEPARGAAPPPGAGRKEKRVDNIEIQKFISKKADLLFALSWKSDASPPSEVHDDNDNLYAVMPPLEQFMEMPSMDRRELFFRDIERGDIVIGRISSIREFGFFMVLICLGSGIVRDISHLEITALCPLRDVPSHSNHGDPLSYYQTGDIIRAGIKDIDRYHEKLAVSLYSSSLPPHMAGIKLGVITSEELPMYYRRSVELNSNSLESYENIMQSSLGFVNPGVVEFLLEKLGIDESHPPSLMRGLQSKNFSEDDFASALRKK.... Result: 0 (no interaction).